From a dataset of Cav3 T-type calcium channel HTS with 100,875 compounds. Binary Classification. Given a drug SMILES string, predict its activity (active/inactive) in a high-throughput screening assay against a specified biological target. (1) The compound is FC(F)(F)C(NC(=O)c1cccnc1)(C(C(=O)C)C(=O)C)C(F)(F)F. The result is 0 (inactive). (2) The drug is S(=O)(=O)(N1CCOCC1)c1c(N2CCOCC2)cc(N2CCOCC2)c(c1)C(OC)=O. The result is 0 (inactive). (3) The molecule is O(C(=O)C(=C(/NC(C)C)N)/C(=O)c1ccccc1)CC. The result is 0 (inactive). (4) The compound is Clc1ccc(/C=N\NC(=O)c2sc3c(CCc4c3cccc4)c2)cc1. The result is 0 (inactive). (5) The drug is Clc1cc(c2n(c(SCc3ccc(cc3)C#N)nn2)C)ccc1. The result is 0 (inactive). (6) The compound is S1C(Nc2c(cc(cc2)C)C)=NC(=O)C1. The result is 0 (inactive). (7) The molecule is OC(=O)c1cn(nc1C(O)=O)c1ccccc1. The result is 0 (inactive). (8) The result is 0 (inactive). The drug is Clc1c(c(Cl)ccc1)C(Oc1nc(nc(c1)C)C)=O. (9) The result is 0 (inactive). The molecule is O1C(CCC1)C(=O)Nc1c(C(=O)NC(C)C)cccc1.